From a dataset of NCI-60 drug combinations with 297,098 pairs across 59 cell lines. Regression. Given two drug SMILES strings and cell line genomic features, predict the synergy score measuring deviation from expected non-interaction effect. (1) Drug 1: CC1C(C(CC(O1)OC2CC(OC(C2O)C)OC3=CC4=CC5=C(C(=O)C(C(C5)C(C(=O)C(C(C)O)O)OC)OC6CC(C(C(O6)C)O)OC7CC(C(C(O7)C)O)OC8CC(C(C(O8)C)O)(C)O)C(=C4C(=C3C)O)O)O)O. Drug 2: CC1=C(C=C(C=C1)C(=O)NC2=CC(=CC(=C2)C(F)(F)F)N3C=C(N=C3)C)NC4=NC=CC(=N4)C5=CN=CC=C5. Cell line: NCI-H460. Synergy scores: CSS=53.5, Synergy_ZIP=-0.00819, Synergy_Bliss=0.129, Synergy_Loewe=-26.3, Synergy_HSA=0.0453. (2) Drug 1: C1=C(C(=O)NC(=O)N1)F. Synergy scores: CSS=23.0, Synergy_ZIP=-3.40, Synergy_Bliss=-7.65, Synergy_Loewe=-15.2, Synergy_HSA=-8.69. Drug 2: COC1=NC(=NC2=C1N=CN2C3C(C(C(O3)CO)O)O)N. Cell line: HCC-2998.